This data is from Full USPTO retrosynthesis dataset with 1.9M reactions from patents (1976-2016). The task is: Predict the reactants needed to synthesize the given product. (1) Given the product [Cl:1][C:2]1[CH:3]=[C:4]2[C:8](=[CH:9][CH:10]=1)[N:7]([C:11]1[N:15]([CH3:16])[N:14]=[C:13]([CH3:17])[C:12]=1[CH2:18][O:19][CH2:20][CH:21]=[O:22])[CH:6]=[CH:5]2, predict the reactants needed to synthesize it. The reactants are: [Cl:1][C:2]1[CH:3]=[C:4]2[C:8](=[CH:9][CH:10]=1)[N:7]([C:11]1[N:15]([CH3:16])[N:14]=[C:13]([CH3:17])[C:12]=1[CH2:18][O:19][CH2:20][CH:21](OCC)[O:22]CC)[CH:6]=[CH:5]2.Cl.O. (2) The reactants are: CC1C=CC(S(O[CH2:12][CH:13]2[CH2:17][C:16]3[CH:18]=[CH:19][CH:20]=[C:21](Br)[C:15]=3[O:14]2)(=O)=O)=CC=1.[CH3:23][O:24][C:25]1[CH:30]=[CH:29][CH:28]=[CH:27][C:26]=1B(O)O.C(=O)([O-])[O-].[K+].[K+].CC1C=CC(S(OCC2CC3C(C4C=CC=CC=4)=CC=CC=3O2)(=O)=O)=CC=1.CC1C=CC(S(OCC2CC3C=CC=C(C4C=CC=CC=4OC)C=3O2)(=O)=O)=CC=1.S(C1C=CC(C)=CC=1)([O-])(=O)=O.[N-:107]=[N+:108]=[N-:109].[Na+].N(CC1CC2C=C(Cl)C=C(C3C=CSC=3)C=2O1)=[N+]=[N-]. Given the product [N:107]([CH2:12][CH:13]1[CH2:17][C:16]2[CH:18]=[CH:19][CH:20]=[C:21]([C:26]3[CH:27]=[CH:28][CH:29]=[CH:30][C:25]=3[O:24][CH3:23])[C:15]=2[O:14]1)=[N+:108]=[N-:109], predict the reactants needed to synthesize it.